Dataset: CYP1A2 inhibition data for predicting drug metabolism from PubChem BioAssay. Task: Regression/Classification. Given a drug SMILES string, predict its absorption, distribution, metabolism, or excretion properties. Task type varies by dataset: regression for continuous measurements (e.g., permeability, clearance, half-life) or binary classification for categorical outcomes (e.g., BBB penetration, CYP inhibition). Dataset: cyp1a2_veith. (1) The drug is O=C(/C=C/c1ccc(-c2ccccc2[N+](=O)[O-])o1)c1ccc(F)cc1. The result is 1 (inhibitor). (2) The molecule is O=C1NC(=O)C(c2ccccc2)(c2ccccc2)N1. The result is 0 (non-inhibitor). (3) The drug is CCC(=O)c1ccc2c(c1)N(CCCN(C)C)c1ccccc1S2. The result is 1 (inhibitor). (4) The result is 0 (non-inhibitor). The molecule is NS(=O)(=O)c1cc2c(cc1Cl)N[C@@H](C(Cl)Cl)NS2(=O)=O.